Dataset: Reaction yield outcomes from USPTO patents with 853,638 reactions. Task: Predict the reaction yield, written as a fraction of the theoretical maximum amount of product (1.0 means a 100% yield; for example, 0.34 means a 34% yield). (1) The reactants are Cl.[NH2:2][CH:3]([C@H:9]([CH2:17]C)[CH2:10][CH:11]([CH3:16])[CH2:12][CH2:13][CH:14]=[CH2:15])[C:4]([O:6][CH2:7][CH3:8])=[O:5].CCN(C(C)C)C(C)C.[O:28](C(OC(C)(C)C)=O)[C:29]([O:31][C:32]([CH3:35])([CH3:34])[CH3:33])=O. The catalyst is C(Cl)Cl. The product is [C:32]([O:31][C:29]([NH:2][CH:3]([C@H:9]([CH3:17])[CH2:10][CH:11]([CH3:16])[CH2:12][CH2:13][CH:14]=[CH2:15])[C:4]([O:6][CH2:7][CH3:8])=[O:5])=[O:28])([CH3:35])([CH3:34])[CH3:33]. The yield is 0.625. (2) The reactants are [CH2:1]([C:3]([C:21]1[CH:26]=[CH:25][C:24](OS(C(F)(F)F)(=O)=O)=[CH:23][CH:22]=1)([C:6]1[CH:11]=[CH:10][C:9](/[CH:12]=[CH:13]/[C:14]([CH2:18][CH3:19])([OH:17])[CH2:15][CH3:16])=[C:8]([CH3:20])[CH:7]=1)[CH2:4][CH3:5])[CH3:2].C([O-])(=O)C.[K+].[B:49]1([B:49]2[O:53][C:52]([CH3:55])([CH3:54])[C:51]([CH3:57])([CH3:56])[O:50]2)[O:53][C:52]([CH3:55])([CH3:54])[C:51]([CH3:57])([CH3:56])[O:50]1.O. The catalyst is O1CCOCC1.C1(P([C-]2C=CC=C2)C2C=CC=CC=2)C=CC=CC=1.[CH-]1C=CC=C1.[Fe+2].C1C=CC(P(C2C=CC=CC=2)[C-]2C=CC=C2)=CC=1.C1C=CC(P(C2C=CC=CC=2)[C-]2C=CC=C2)=CC=1.Cl[Pd]Cl.[Fe+2]. The product is [CH2:15]([C:14]([OH:17])([CH2:18][CH3:19])/[CH:13]=[CH:12]/[C:9]1[CH:10]=[CH:11][C:6]([C:3]([CH2:4][CH3:5])([C:21]2[CH:22]=[CH:23][C:24]([B:49]3[O:50][C:51]([CH3:56])([CH3:57])[C:52]([CH3:54])([CH3:55])[O:53]3)=[CH:25][CH:26]=2)[CH2:1][CH3:2])=[CH:7][C:8]=1[CH3:20])[CH3:16]. The yield is 0.650. (3) The reactants are C([O:5][C:6]([CH:8]1[NH:12][CH:11]([CH2:13][C:14]([CH3:21])([CH3:20])[CH2:15][O:16][C:17](=[O:19])[CH3:18])[C:10]2([C:29]3[C:24](=[CH:25][C:26]([Cl:30])=[CH:27][CH:28]=3)[NH:23][C:22]2=[O:31])[CH:9]1[C:32]1[CH:37]=[CH:36][CH:35]=[C:34]([Cl:38])[C:33]=1[F:39])=[O:7])(C)(C)C.[F:40][C:41]([F:46])([F:45])[C:42]([OH:44])=[O:43]. The product is [F:40][C:41]([F:46])([F:45])[C:42]([OH:44])=[O:43].[C:17]([O:16][CH2:15][C:14]([CH3:21])([CH3:20])[CH2:13][CH:11]1[C:10]2([C:29]3[C:24](=[CH:25][C:26]([Cl:30])=[CH:27][CH:28]=3)[NH:23][C:22]2=[O:31])[CH:9]([C:32]2[CH:37]=[CH:36][CH:35]=[C:34]([Cl:38])[C:33]=2[F:39])[CH:8]([C:6]([OH:7])=[O:5])[NH:12]1)(=[O:19])[CH3:18]. The catalyst is ClCCl. The yield is 0.970.